This data is from Full USPTO retrosynthesis dataset with 1.9M reactions from patents (1976-2016). The task is: Predict the reactants needed to synthesize the given product. (1) Given the product [Br:20][C:18]1[N:19]=[C:14]([NH:12][CH2:11][C:7]2[CH:6]=[C:5]3[C:10](=[CH:9][CH:8]=2)[N:1]=[CH:2][N:3]=[CH:4]3)[C:15]([NH2:21])=[N:16][CH:17]=1, predict the reactants needed to synthesize it. The reactants are: [N:1]1[C:10]2[C:5](=[CH:6][C:7]([CH2:11][NH2:12])=[CH:8][CH:9]=2)[CH:4]=[N:3][CH:2]=1.Br[C:14]1[C:15]([NH2:21])=[N:16][CH:17]=[C:18]([Br:20])[N:19]=1.C(N(C(C)C)CC)(C)C. (2) Given the product [CH2:34]([O:29][C:28](=[O:30])[C:27]1[CH:26]=[CH:25][C:24]([NH:23][C:21]([C:18]2[CH:19]=[C:20]3[C:15]([CH2:14][CH2:13][CH2:12][N:11]3[S:8]([C:4]3[CH:5]=[CH:6][CH:7]=[C:2]([Cl:1])[CH:3]=3)(=[O:10])=[O:9])=[CH:16][CH:17]=2)=[O:22])=[CH:32][CH:31]=1)[CH3:39], predict the reactants needed to synthesize it. The reactants are: [Cl:1][C:2]1[CH:3]=[C:4]([S:8]([N:11]2[C:20]3[C:15](=[CH:16][CH:17]=[C:18]([C:21]([NH:23][C:24]4[CH:32]=[CH:31][C:27]([C:28]([OH:30])=[O:29])=[CH:26][CH:25]=4)=[O:22])[CH:19]=3)[CH2:14][CH2:13][CH2:12]2)(=[O:10])=[O:9])[CH:5]=[CH:6][CH:7]=1.Cl[C:34]1C=C(S(Cl)(=O)=O)C=C[CH:39]=1. (3) Given the product [N+:18]([C:9]1[CH:10]=[C:11]([C:14]([F:15])([F:16])[F:17])[CH:12]=[CH:13][C:8]=1[CH2:7][N:1]1[CH2:5][CH2:4][CH2:3][CH2:2]1)([O-:20])=[O:19], predict the reactants needed to synthesize it. The reactants are: [NH:1]1[CH2:5][CH2:4][CH2:3][CH2:2]1.Cl[CH2:7][C:8]1[CH:13]=[CH:12][C:11]([C:14]([F:17])([F:16])[F:15])=[CH:10][C:9]=1[N+:18]([O-:20])=[O:19]. (4) Given the product [C:1]([C:4]1[C:12]2[C:7](=[CH:8][CH:9]=[C:10]([NH:13][C:14]([N:44]3[CH2:45][CH2:46][CH2:47][C:42]([F:48])([F:41])[CH2:43]3)=[O:15])[CH:11]=2)[N:6]([CH2:16][C:17]([N:19]2[CH2:23][C@H:22]([F:24])[CH2:21][C@H:20]2[C:25](=[O:26])[NH:27][CH2:28][C:29]2[CH:34]=[CH:33][CH:32]=[C:31]([Cl:35])[C:30]=2[F:36])=[O:18])[CH:5]=1)(=[O:3])[CH3:2], predict the reactants needed to synthesize it. The reactants are: [C:1]([C:4]1[C:12]2[C:7](=[CH:8][CH:9]=[C:10]([N:13]=[C:14]=[O:15])[CH:11]=2)[N:6]([CH2:16][C:17]([N:19]2[CH2:23][C@H:22]([F:24])[CH2:21][C@H:20]2[C:25]([NH:27][CH2:28][C:29]2[CH:34]=[CH:33][CH:32]=[C:31]([Cl:35])[C:30]=2[F:36])=[O:26])=[O:18])[CH:5]=1)(=[O:3])[CH3:2].[N-]=C=O.Cl.[F:41][C:42]1([F:48])[CH2:47][CH2:46][CH2:45][NH:44][CH2:43]1.CCN(CC)CC. (5) Given the product [C:1]([C:3]1[CH:4]=[CH:5][C:6]([CH:9]2[CH2:10][CH2:11][N:12]([C:15]([C:17]3[CH:18]=[CH:19][C:20]([CH3:39])=[C:21]([N:23]([C:32]([O:34][C:35]([CH3:36])([CH3:38])[CH3:37])=[O:33])[S:24]([CH:27]([CH3:43])[C:28]([O:30][CH3:31])=[O:29])(=[O:26])=[O:25])[CH:22]=3)=[O:16])[CH2:13][CH2:14]2)=[CH:7][CH:8]=1)#[N:2], predict the reactants needed to synthesize it. The reactants are: [C:1]([C:3]1[CH:8]=[CH:7][C:6]([CH:9]2[CH2:14][CH2:13][N:12]([C:15]([C:17]3[CH:18]=[CH:19][C:20]([CH3:39])=[C:21]([N:23]([C:32]([O:34][C:35]([CH3:38])([CH3:37])[CH3:36])=[O:33])[S:24]([CH2:27][C:28]([O:30][CH3:31])=[O:29])(=[O:26])=[O:25])[CH:22]=3)=[O:16])[CH2:11][CH2:10]2)=[CH:5][CH:4]=1)#[N:2].[OH-].[K+].I[CH3:43]. (6) Given the product [NH2:11][C:8]1[CH:9]=[CH:10][C:2]([Cl:1])=[C:3]([CH:7]=1)[C:4]([NH2:6])=[O:5], predict the reactants needed to synthesize it. The reactants are: [Cl:1][C:2]1[CH:10]=[CH:9][C:8]([N+:11]([O-])=O)=[CH:7][C:3]=1[C:4]([NH2:6])=[O:5].